From a dataset of Forward reaction prediction with 1.9M reactions from USPTO patents (1976-2016). Predict the product of the given reaction. (1) Given the reactants C([BH3-])#[N:2].[Na+].[CH3:5][C:6]([C:8]1[CH:13]=[CH:12][CH:11]=[C:10]([F:14])[CH:9]=1)=O.C([O-])(=O)C.[NH4+].Cl, predict the reaction product. The product is: [F:14][C:10]1[CH:9]=[C:8]([CH:6]([NH2:2])[CH3:5])[CH:13]=[CH:12][CH:11]=1. (2) Given the reactants Br[C:2]1[CH:3]=[CH:4][C:5]2[O:14][CH:13]3[CH:8]([CH2:9][N:10]([C:15]([O:17][C:18]([CH3:21])([CH3:20])[CH3:19])=[O:16])[CH2:11][CH2:12]3)[C:6]=2[CH:7]=1.[Cl:22][C:23]1[CH:28]=[C:27]([Cl:29])[CH:26]=[CH:25][C:24]=1B(O)O.C([O-])([O-])=O.[Na+].[Na+], predict the reaction product. The product is: [Cl:22][C:23]1[CH:28]=[C:27]([Cl:29])[CH:26]=[CH:25][C:24]=1[C:2]1[CH:3]=[CH:4][C:5]2[O:14][CH:13]3[CH:8]([CH2:9][N:10]([C:15]([O:17][C:18]([CH3:21])([CH3:20])[CH3:19])=[O:16])[CH2:11][CH2:12]3)[C:6]=2[CH:7]=1. (3) Given the reactants [C:1]([O:5][C:6]([N:8]1[CH2:13][CH2:12][CH:11](NCC(C)C)[CH2:10][CH2:9]1)=[O:7])([CH3:4])([CH3:3])[CH3:2].ClCC1N=CSC=1.[I-].[Na+].C(=O)([O-])[O-].[K+].[K+], predict the reaction product. The product is: [C:1]([O:5][C:6]([N:8]1[CH2:13][CH2:12][CH2:11][CH2:10][CH2:9]1)=[O:7])([CH3:4])([CH3:2])[CH3:3]. (4) The product is: [Br:21][C:13]1[CH:12]=[C:11]([S:14]([NH2:17])(=[O:16])=[O:15])[CH:10]=[C:9]([N+:18]([O-:20])=[O:19])[C:8]=1[NH:7][CH:1]1[CH2:2][CH2:3][CH2:4][CH2:5][CH2:6]1. Given the reactants [CH:1]1([NH:7][C:8]2[CH:13]=[CH:12][C:11]([S:14]([NH2:17])(=[O:16])=[O:15])=[CH:10][C:9]=2[N+:18]([O-:20])=[O:19])[CH2:6][CH2:5][CH2:4][CH2:3][CH2:2]1.[Br:21]N1C(C)(C)C(=O)N(Br)C1=O.FC(F)(F)C(O)=O.C([O-])(O)=O.[Na+], predict the reaction product.